This data is from NCI-60 drug combinations with 297,098 pairs across 59 cell lines. The task is: Regression. Given two drug SMILES strings and cell line genomic features, predict the synergy score measuring deviation from expected non-interaction effect. (1) Drug 1: CCC(=C(C1=CC=CC=C1)C2=CC=C(C=C2)OCCN(C)C)C3=CC=CC=C3.C(C(=O)O)C(CC(=O)O)(C(=O)O)O. Drug 2: CC1C(C(CC(O1)OC2CC(CC3=C2C(=C4C(=C3O)C(=O)C5=CC=CC=C5C4=O)O)(C(=O)C)O)N)O. Cell line: RPMI-8226. Synergy scores: CSS=33.9, Synergy_ZIP=-1.01, Synergy_Bliss=-2.78, Synergy_Loewe=-18.5, Synergy_HSA=-1.92. (2) Drug 1: C1CCC(C1)C(CC#N)N2C=C(C=N2)C3=C4C=CNC4=NC=N3. Drug 2: C1CN1P(=S)(N2CC2)N3CC3. Cell line: A549. Synergy scores: CSS=39.3, Synergy_ZIP=-8.87, Synergy_Bliss=-4.24, Synergy_Loewe=-12.7, Synergy_HSA=-2.85. (3) Drug 1: CC1CCC2CC(C(=CC=CC=CC(CC(C(=O)C(C(C(=CC(C(=O)CC(OC(=O)C3CCCCN3C(=O)C(=O)C1(O2)O)C(C)CC4CCC(C(C4)OC)O)C)C)O)OC)C)C)C)OC. Drug 2: CCC1=C2CN3C(=CC4=C(C3=O)COC(=O)C4(CC)O)C2=NC5=C1C=C(C=C5)O. Cell line: SNB-75. Synergy scores: CSS=15.3, Synergy_ZIP=-6.76, Synergy_Bliss=-5.98, Synergy_Loewe=-3.49, Synergy_HSA=-2.46. (4) Drug 1: C1CCC(CC1)NC(=O)N(CCCl)N=O. Drug 2: CC(C1=C(C=CC(=C1Cl)F)Cl)OC2=C(N=CC(=C2)C3=CN(N=C3)C4CCNCC4)N. Cell line: SF-539. Synergy scores: CSS=-0.586, Synergy_ZIP=0.0126, Synergy_Bliss=-0.744, Synergy_Loewe=-1.79, Synergy_HSA=-0.706. (5) Drug 1: CCCS(=O)(=O)NC1=C(C(=C(C=C1)F)C(=O)C2=CNC3=C2C=C(C=N3)C4=CC=C(C=C4)Cl)F. Drug 2: CS(=O)(=O)CCNCC1=CC=C(O1)C2=CC3=C(C=C2)N=CN=C3NC4=CC(=C(C=C4)OCC5=CC(=CC=C5)F)Cl. Cell line: OVCAR3. Synergy scores: CSS=14.4, Synergy_ZIP=2.06, Synergy_Bliss=6.49, Synergy_Loewe=3.88, Synergy_HSA=3.81. (6) Drug 1: COC1=CC(=CC(=C1O)OC)C2C3C(COC3=O)C(C4=CC5=C(C=C24)OCO5)OC6C(C(C7C(O6)COC(O7)C8=CC=CS8)O)O. Drug 2: CN(C)C1=NC(=NC(=N1)N(C)C)N(C)C. Cell line: U251. Synergy scores: CSS=46.0, Synergy_ZIP=0.862, Synergy_Bliss=-0.314, Synergy_Loewe=-47.0, Synergy_HSA=-1.97.